Dataset: Reaction yield outcomes from USPTO patents with 853,638 reactions. Task: Predict the reaction yield, written as a fraction of the theoretical maximum amount of product (1.0 means a 100% yield; for example, 0.34 means a 34% yield). (1) The product is [CH2:36]([N:38]([CH2:43][CH3:44])[CH2:39][CH2:40][CH2:41][NH:42][C:16]1[N:17]=[C:18]([C:19]2[CH:20]=[C:21]([CH:28]=[CH:29][C:30]=2[CH3:31])[C:22]([NH:24][CH:25]([CH3:27])[CH3:26])=[O:23])[C:13]2[CH2:12][NH:11][C:10](=[O:35])[N:9]([C:3]3[C:2]([F:1])=[CH:7][CH:6]=[CH:5][C:4]=3[F:8])[C:14]=2[N:15]=1)[CH3:37]. The yield is 0.830. The reactants are [F:1][C:2]1[CH:7]=[CH:6][CH:5]=[C:4]([F:8])[C:3]=1[N:9]1[C:14]2[N:15]=[C:16](S(C)=O)[N:17]=[C:18]([C:19]3[CH:20]=[C:21]([CH:28]=[CH:29][C:30]=3[CH3:31])[C:22]([NH:24][CH:25]([CH3:27])[CH3:26])=[O:23])[C:13]=2[CH2:12][NH:11][C:10]1=[O:35].[CH2:36]([N:38]([CH2:43][CH3:44])[CH2:39][CH2:40][CH2:41][NH2:42])[CH3:37]. The catalyst is C1COCC1. (2) The reactants are [Br:1][C:2]1[CH:10]=[C:9]([F:11])[C:8]([F:12])=[CH:7][C:3]=1[C:4]([OH:6])=[O:5].[N+](=[CH2:15])=[N-]. The catalyst is ClCCl.CO. The product is [Br:1][C:2]1[CH:10]=[C:9]([F:11])[C:8]([F:12])=[CH:7][C:3]=1[C:4]([O:6][CH3:15])=[O:5]. The yield is 0.940.